This data is from Full USPTO retrosynthesis dataset with 1.9M reactions from patents (1976-2016). The task is: Predict the reactants needed to synthesize the given product. (1) Given the product [CH2:1]([CH:8]1[CH2:13][CH2:12][N:11]([CH2:27][C:26]([O:25][CH2:23][CH3:24])=[O:29])[CH2:10][CH2:9]1)[C:2]1[CH:7]=[CH:6][CH:5]=[CH:4][CH:3]=1, predict the reactants needed to synthesize it. The reactants are: [CH2:1]([CH:8]1[CH2:13][CH2:12][NH:11][CH2:10][CH2:9]1)[C:2]1[CH:7]=[CH:6][CH:5]=[CH:4][CH:3]=1.C(N(C(C)C)CC)(C)C.[CH2:23]([O:25][C:26](=[O:29])[CH2:27]Br)[CH3:24]. (2) Given the product [N+:1]([C:4]1[CH:21]=[CH:20][C:7]([CH2:8][C:9]2[N:26]3[N:27]=[C:28]([NH2:30])[N:29]=[C:13]3[C:12]3[CH:16]=[CH:17][CH:18]=[CH:19][C:11]=3[N:10]=2)=[CH:6][CH:5]=1)([O-:3])=[O:2], predict the reactants needed to synthesize it. The reactants are: [N+:1]([C:4]1[CH:21]=[CH:20][C:7]([CH2:8][C:9]2O[C:13](=O)[C:12]3[CH:16]=[CH:17][CH:18]=[CH:19][C:11]=3[N:10]=2)=[CH:6][CH:5]=1)([O-:3])=[O:2].C(=O)(O)O.[NH2:26][NH:27][C:28]([NH2:30])=[NH:29]. (3) Given the product [F:18][C:15]1[CH:16]=[CH:17][C:12]([O:11][C@H:8]2[CH2:9][CH2:10][C@H:5]([C:3]([NH:20][NH2:21])=[O:2])[CH2:6][CH2:7]2)=[N:13][CH:14]=1, predict the reactants needed to synthesize it. The reactants are: C[O:2][C:3]([C@H:5]1[CH2:10][CH2:9][C@H:8]([O:11][C:12]2[CH:17]=[CH:16][C:15]([F:18])=[CH:14][N:13]=2)[CH2:7][CH2:6]1)=O.O.[NH2:20][NH2:21]. (4) Given the product [CH3:49][C:50]1[C:54]([C:4]2[CH:3]=[CH:2][CH:14]=[C:13]3[C:5]=2[C:6]2[CH:7]=[C:8]([C:15]([N:17]4[CH2:18][C@@H:19]([CH3:24])[O:20][C@@H:21]([CH3:23])[CH2:22]4)=[O:16])[CH:9]=[CH:10][C:11]=2[NH:12]3)=[C:53]([CH3:64])[O:52][N:51]=1, predict the reactants needed to synthesize it. The reactants are: Br[C:2]1[CH:14]=[C:13]2[C:5]([C:6]3[CH:7]=[C:8]([C:15]([N:17]4[CH2:22][C@@H:21]([CH3:23])[O:20][C@@H:19]([CH3:24])[CH2:18]4)=[O:16])[CH:9]=[CH:10][C:11]=3[NH:12]2)=[CH:4][CH:3]=1.BrC1C=CC=C2C=1C1C=C(C(N3C[C@@H](C)O[C@@H](C)C3)=O)C=CC=1N2.[CH3:49][C:50]1[C:54](B2OC(C)(C)C(C)(C)O2)=[C:53]([CH3:64])[O:52][N:51]=1.P(=O)(O)(O)O.[K]. (5) Given the product [C:10]([O:5][CH2:4][CH:3]([CH2:1][CH3:2])[CH2:6][CH2:7][CH2:8][CH3:9])(=[O:17])[C:11]1[CH:16]=[CH:15][CH:14]=[N:13][CH:12]=1, predict the reactants needed to synthesize it. The reactants are: [CH2:1]([CH:3]([CH2:6][CH2:7][CH2:8][CH3:9])[CH2:4][OH:5])[CH3:2].[C:10](O)(=[O:17])[C:11]1[CH:16]=[CH:15][CH:14]=[N:13][CH:12]=1. (6) Given the product [CH2:11]([SiH:4]([CH:6]([CH3:8])[CH3:7])[CH:1]([CH3:3])[CH3:2])[CH:10]=[CH2:9], predict the reactants needed to synthesize it. The reactants are: [CH:1]([SiH:4]([CH:6]([CH3:8])[CH3:7])Cl)([CH3:3])[CH3:2].[CH2:9]([Mg]Cl)[CH:10]=[CH2:11].